From a dataset of Caco-2 cell permeability data measuring drug intestinal absorption for ~900 compounds. Regression/Classification. Given a drug SMILES string, predict its absorption, distribution, metabolism, or excretion properties. Task type varies by dataset: regression for continuous measurements (e.g., permeability, clearance, half-life) or binary classification for categorical outcomes (e.g., BBB penetration, CYP inhibition). For this dataset (caco2_wang), we predict Y. (1) The molecule is Cc1csc(NC(=O)C(C(=O)OC(C)C)=C2SCS2)n1. The Y is -4.51 log Papp (cm/s). (2) The Y is -4.97 log Papp (cm/s). The compound is COC(=O)C[C@@H](C(=O)NN(Cc1ccc(Br)cc1)C[C@@](O)(Cc1ccccc1)C(=O)NC1CCOC1)C(C)(C)C. (3) The compound is CC(NC(C)(C)C)C(=O)c1cccc(Cl)c1. The Y is -3.95 log Papp (cm/s).